Dataset: Reaction yield outcomes from USPTO patents with 853,638 reactions. Task: Predict the reaction yield, written as a fraction of the theoretical maximum amount of product (1.0 means a 100% yield; for example, 0.34 means a 34% yield). (1) The product is [CH2:18]([NH:23][C:3]([NH:2][N:1]=[C:35]([C:38]1[C:46]2[C:41](=[CH:42][CH:43]=[CH:44][CH:45]=2)[N:40]([S:47]([C:50]2[CH:55]=[CH:54][CH:53]=[CH:52][CH:51]=2)(=[O:48])=[O:49])[CH:39]=1)[CH3:36])=[NH:5])[CH2:19][CH2:20][CH2:21][CH3:22]. The yield is 0.210. The catalyst is C(O)C.CO.C(O)(C)C.Cl. The reactants are [NH2:1][NH:2][C:3]([NH2:5])=S.I(OC)(=O)=O.CS/C(/N)=N/N.I.[CH2:18]([NH2:23])[CH2:19][CH2:20][CH2:21][CH3:22].I.CCCC(NNC(N)=N)C.[C:35]([C:38]1[C:46]2[C:41](=[CH:42][CH:43]=[CH:44][CH:45]=2)[N:40]([S:47]([C:50]2[CH:55]=[CH:54][CH:53]=[CH:52][CH:51]=2)(=[O:49])=[O:48])[CH:39]=1)(=O)[CH3:36]. (2) The reactants are [Cl:1][C:2]1[C:11]2[C:6](=[CH:7][C:8]([O:13][CH3:14])=[C:9]([OH:12])[CH:10]=2)[N:5]=[CH:4][CH:3]=1.[CH2:15](Br)[C:16]1[CH:21]=[CH:20][CH:19]=[CH:18][CH:17]=1.C(=O)([O-])[O-].[K+].[K+]. The catalyst is CN(C=O)C.O. The product is [CH2:15]([O:12][C:9]1[CH:10]=[C:11]2[C:6](=[CH:7][C:8]=1[O:13][CH3:14])[N:5]=[CH:4][CH:3]=[C:2]2[Cl:1])[C:16]1[CH:21]=[CH:20][CH:19]=[CH:18][CH:17]=1. The yield is 0.590. (3) The reactants are [CH3:1][O:2][C:3](=[O:38])[CH2:4][N:5]1[CH2:10][CH2:9][N:8]([CH:11]([C:29]2[CH:34]=[CH:33][CH:32]=[CH:31][C:30]=2[N+:35]([O-])=O)[CH2:12][O:13][CH2:14][C:15]2[CH:20]=[C:19]([C:21]([F:24])([F:23])[F:22])[CH:18]=[C:17]([C:25]([F:28])([F:27])[F:26])[CH:16]=2)[CH2:7][CH2:6]1.Cl[Sn]Cl. The catalyst is CO. The product is [CH3:1][O:2][C:3](=[O:38])[CH2:4][N:5]1[CH2:10][CH2:9][N:8]([CH:11]([C:29]2[CH:34]=[CH:33][CH:32]=[CH:31][C:30]=2[NH2:35])[CH2:12][O:13][CH2:14][C:15]2[CH:20]=[C:19]([C:21]([F:23])([F:22])[F:24])[CH:18]=[C:17]([C:25]([F:26])([F:27])[F:28])[CH:16]=2)[CH2:7][CH2:6]1. The yield is 0.900. (4) The reactants are [F:1][C:2]1[CH:3]=[C:4]([CH:14]([NH:16][C:17]([C:19]2[N:20]=[C:21](Cl)[O:22][CH:23]=2)=[O:18])[CH3:15])[CH:5]=[C:6]([F:13])[C:7]=1[NH:8][S:9]([CH3:12])(=[O:11])=[O:10].[F:25][C:26]([F:35])([F:34])[C:27]1[CH:32]=[CH:31][C:30]([OH:33])=[CH:29][CH:28]=1. No catalyst specified. The product is [F:1][C:2]1[CH:3]=[C:4]([CH:14]([NH:16][C:17]([C:19]2[N:20]=[C:21]([O:33][C:30]3[CH:31]=[CH:32][C:27]([C:26]([F:25])([F:34])[F:35])=[CH:28][CH:29]=3)[O:22][CH:23]=2)=[O:18])[CH3:15])[CH:5]=[C:6]([F:13])[C:7]=1[NH:8][S:9]([CH3:12])(=[O:11])=[O:10]. The yield is 0.670. (5) The reactants are [CH3:1][O:2][C:3]([C@H:5]1[C@@H:10]([OH:11])[CH2:9][CH2:8][S:7][CH2:6]1)=[O:4].[C:12](N1C=CN=C1)([N:14]1[CH:18]=[CH:17][N:16]=[CH:15]1)=[S:13].N1C=CC=CC=1. The catalyst is O1CCCC1.C(OCC)(=O)C. The product is [CH3:1][O:2][C:3]([C@H:5]1[C@@H:10]([O:11][C:12]([N:14]2[CH:18]=[CH:17][N:16]=[CH:15]2)=[S:13])[CH2:9][CH2:8][S:7][CH2:6]1)=[O:4]. The yield is 0.554. (6) The reactants are [C:1]([C:3]1[C:4]([C:9]2[CH:14]=[CH:13][CH:12]=[CH:11][CH:10]=2)=[N:5][O:6][C:7]=1[CH3:8])#[CH:2].Br[C:16]1[S:17][CH:18]=[C:19]([C:21]([O:23][CH3:24])=[O:22])[N:20]=1. No catalyst specified. The product is [CH3:24][O:23][C:21]([C:19]1[N:20]=[C:16]([C:2]#[C:1][C:3]2[C:4]([C:9]3[CH:14]=[CH:13][CH:12]=[CH:11][CH:10]=3)=[N:5][O:6][C:7]=2[CH3:8])[S:17][CH:18]=1)=[O:22]. The yield is 0.700.